Dataset: CYP2D6 inhibition data for predicting drug metabolism from PubChem BioAssay. Task: Regression/Classification. Given a drug SMILES string, predict its absorption, distribution, metabolism, or excretion properties. Task type varies by dataset: regression for continuous measurements (e.g., permeability, clearance, half-life) or binary classification for categorical outcomes (e.g., BBB penetration, CYP inhibition). Dataset: cyp2d6_veith. (1) The drug is CCc1ccc(N2C(=O)/C(=C/c3cccs3)N(CC(=O)OC)C2=S)cc1. The result is 1 (inhibitor). (2) The compound is Cc1nc2cc(NC(=O)CSc3nc4c(C)cccc4cc3C#N)ccc2s1. The result is 0 (non-inhibitor). (3) The result is 0 (non-inhibitor). The molecule is COc1ccc(-c2nc3cnc(Nc4cccc(OC)c4)nc3n(C3CC3)c2=O)cc1. (4) The compound is CCOC(=O)c1cc(-c2ccccc2)sc1NC(=S)Nc1cc(C)ccn1. The result is 0 (non-inhibitor). (5) The molecule is CC(C)[C@@H](OCc1ccccc1)[C@H](C)/C=N\OC[C@@H](C)[C@H](OCc1ccccc1)C(C)C. The result is 0 (non-inhibitor). (6) The result is 0 (non-inhibitor). The drug is Fc1ccc(-c2ccnc3nc(N4CCOCC4)nn23)cc1. (7) The drug is O=c1c(-c2cccs2)nc2cnc(N3CCOCC3)nc2n1Cc1cccs1. The result is 0 (non-inhibitor).